Dataset: NCI-60 drug combinations with 297,098 pairs across 59 cell lines. Task: Regression. Given two drug SMILES strings and cell line genomic features, predict the synergy score measuring deviation from expected non-interaction effect. (1) Drug 1: C1C(C(OC1N2C=NC3=C(N=C(N=C32)Cl)N)CO)O. Drug 2: CCCCC(=O)OCC(=O)C1(CC(C2=C(C1)C(=C3C(=C2O)C(=O)C4=C(C3=O)C=CC=C4OC)O)OC5CC(C(C(O5)C)O)NC(=O)C(F)(F)F)O. Cell line: BT-549. Synergy scores: CSS=54.7, Synergy_ZIP=2.71, Synergy_Bliss=2.66, Synergy_Loewe=-6.52, Synergy_HSA=4.48. (2) Drug 1: CC1C(C(=O)NC(C(=O)N2CCCC2C(=O)N(CC(=O)N(C(C(=O)O1)C(C)C)C)C)C(C)C)NC(=O)C3=C4C(=C(C=C3)C)OC5=C(C(=O)C(=C(C5=N4)C(=O)NC6C(OC(=O)C(N(C(=O)CN(C(=O)C7CCCN7C(=O)C(NC6=O)C(C)C)C)C)C(C)C)C)N)C. Drug 2: CC(C)CN1C=NC2=C1C3=CC=CC=C3N=C2N. Cell line: U251. Synergy scores: CSS=30.5, Synergy_ZIP=-8.19, Synergy_Bliss=-16.7, Synergy_Loewe=-24.0, Synergy_HSA=-14.9. (3) Drug 1: CC12CCC(CC1=CCC3C2CCC4(C3CC=C4C5=CN=CC=C5)C)O. Drug 2: C1CCC(C1)C(CC#N)N2C=C(C=N2)C3=C4C=CNC4=NC=N3. Cell line: MCF7. Synergy scores: CSS=13.3, Synergy_ZIP=-1.34, Synergy_Bliss=2.23, Synergy_Loewe=-0.467, Synergy_HSA=1.01.